Predict the product of the given reaction. From a dataset of Forward reaction prediction with 1.9M reactions from USPTO patents (1976-2016). Given the reactants [F:1][C:2]1[CH:11]=[CH:10][C:9]([N+:12]([O-])=O)=[C:8]2[C:3]=1[CH:4]=[CH:5][CH:6]=[N:7]2.[Sn](Cl)Cl, predict the reaction product. The product is: [F:1][C:2]1[CH:11]=[CH:10][C:9]([NH2:12])=[C:8]2[C:3]=1[CH:4]=[CH:5][CH:6]=[N:7]2.